Dataset: Forward reaction prediction with 1.9M reactions from USPTO patents (1976-2016). Task: Predict the product of the given reaction. (1) Given the reactants [CH3:1][O:2][CH:3]([O:19][CH3:20])[C@:4]1([CH3:18])[C@H:9]2[O:10][C@H:8]2[C:7]2[CH:11]=[C:12]([N+:15]([O-:17])=[O:16])[CH:13]=[CH:14][C:6]=2[O:5]1.[CH:21]([C:24]1[CH:29]=[CH:28][CH:27]=[CH:26][C:25]=1[NH:30][CH2:31][C:32]1[NH:33][CH:34]=[CH:35][N:36]=1)([CH3:23])[CH3:22], predict the reaction product. The product is: [CH3:1][O:2][CH:3]([O:19][CH3:20])[C@:4]1([CH3:18])[C@@H:9]([OH:10])[C@H:8]([N:30]([C:25]2[CH:26]=[CH:27][CH:28]=[CH:29][C:24]=2[CH:21]([CH3:23])[CH3:22])[CH2:31][C:32]2[NH:36][CH:35]=[CH:34][N:33]=2)[C:7]2[CH:11]=[C:12]([N+:15]([O-:17])=[O:16])[CH:13]=[CH:14][C:6]=2[O:5]1. (2) Given the reactants S(=O)(=O)(O)O.C(OC([N:13]1[CH2:16][CH:15]([NH:17][C:18]2[CH:23]=[C:22]([F:24])[C:21]([CH:25]3[C:37]4[NH:36][C:35]5[C:30](=[CH:31][C:32]([F:38])=[CH:33][CH:34]=5)[C:29]=4[CH2:28][CH:27]([CH3:39])[N:26]3[CH2:40][C:41]([F:62])([F:61])[CH2:42][O:43][Si:44]([C:57]([CH3:60])([CH3:59])[CH3:58])([C:51]3[CH:56]=[CH:55][CH:54]=[CH:53][CH:52]=3)[C:45]3[CH:50]=[CH:49][CH:48]=[CH:47][CH:46]=3)=[C:20]([F:63])[CH:19]=2)[CH2:14]1)=O)(C)(C)C.CCOC(C)=O.C([O-])([O-])=O.[Na+].[Na+], predict the reaction product. The product is: [NH:13]1[CH2:14][CH:15]([NH:17][C:18]2[CH:23]=[C:22]([F:24])[C:21]([CH:25]3[C:37]4[NH:36][C:35]5[C:30](=[CH:31][C:32]([F:38])=[CH:33][CH:34]=5)[C:29]=4[CH2:28][CH:27]([CH3:39])[N:26]3[CH2:40][C:41]([F:62])([F:61])[CH2:42][O:43][Si:44]([C:57]([CH3:58])([CH3:59])[CH3:60])([C:51]3[CH:52]=[CH:53][CH:54]=[CH:55][CH:56]=3)[C:45]3[CH:50]=[CH:49][CH:48]=[CH:47][CH:46]=3)=[C:20]([F:63])[CH:19]=2)[CH2:16]1. (3) Given the reactants [C:1](Cl)(=[O:3])[CH3:2].[C:5]1([C:11]2([C:18]3[CH:27]=[C:26]([O:28][CH2:29][C:30]4[CH:39]=[CH:38][C:37]5[C:32](=[CH:33][CH:34]=[CH:35][CH:36]=5)[N:31]=4)[CH:25]=[CH:24][C:19]=3[C:20]([NH:22][NH2:23])=O)[CH2:16][CH:15]3[CH2:17][CH:12]2[CH2:13][CH2:14]3)[CH:10]=[CH:9][CH:8]=[CH:7][CH:6]=1.C(N(CC)CC)C.C(=O)(O)[O-].[Na+], predict the reaction product. The product is: [CH3:2][C:1]1[O:3][C:20]([C:19]2[CH:24]=[CH:25][C:26]([O:28][CH2:29][C:30]3[CH:39]=[CH:38][C:37]4[C:32](=[CH:33][CH:34]=[CH:35][CH:36]=4)[N:31]=3)=[CH:27][C:18]=2[C:11]2([C:5]3[CH:10]=[CH:9][CH:8]=[CH:7][CH:6]=3)[CH2:16][CH:15]3[CH2:17][CH:12]2[CH2:13][CH2:14]3)=[N:22][N:23]=1. (4) Given the reactants [C:1]([NH:4][C:5]1[N:10]=[CH:9][C:8]([C:11]#[C:12][C:13]2[CH:14]=[C:15]([CH:19]=[CH:20][C:21]=2[CH3:22])[C:16]([OH:18])=O)=[CH:7][CH:6]=1)(=[O:3])[CH3:2].[CH3:23][N:24]1[CH2:29][CH2:28][N:27]([CH2:30][C:31]2[CH:37]=[CH:36][C:34]([NH2:35])=[CH:33][C:32]=2[Si:38]([CH3:41])([CH3:40])[CH3:39])[CH2:26][CH2:25]1, predict the reaction product. The product is: [C:1]([NH:4][C:5]1[N:10]=[CH:9][C:8]([C:11]#[C:12][C:13]2[CH:14]=[C:15]([CH:19]=[CH:20][C:21]=2[CH3:22])[C:16]([NH:35][C:34]2[CH:36]=[CH:37][C:31]([CH2:30][N:27]3[CH2:26][CH2:25][N:24]([CH3:23])[CH2:29][CH2:28]3)=[C:32]([Si:38]([CH3:39])([CH3:41])[CH3:40])[CH:33]=2)=[O:18])=[CH:7][CH:6]=1)(=[O:3])[CH3:2]. (5) Given the reactants [C:1]([O:5][C:6]([C:8]1([C:24](=[O:38])[NH:25][C:26]2[C:35]3[C:30](=[CH:31][CH:32]=[C:33]([O:36][CH3:37])[N:34]=3)[N:29]=[CH:28][CH:27]=2)[CH2:13][CH2:12][N:11](C(OCC2C=CC=CC=2)=O)[CH2:10][CH2:9]1)=[O:7])([CH3:4])([CH3:3])[CH3:2].[H][H], predict the reaction product. The product is: [C:1]([O:5][C:6]([C:8]1([C:24](=[O:38])[NH:25][C:26]2[C:35]3[C:30](=[CH:31][CH:32]=[C:33]([O:36][CH3:37])[N:34]=3)[N:29]=[CH:28][CH:27]=2)[CH2:9][CH2:10][NH:11][CH2:12][CH2:13]1)=[O:7])([CH3:4])([CH3:3])[CH3:2]. (6) Given the reactants [CH3:1][C:2]1[C:11]([N+:12]([O-:14])=[O:13])=[CH:10][C:5]([C:6]([O:8][CH3:9])=[O:7])=[CH:4][C:3]=1[N+:15]([O-:17])=[O:16].[CH3:18]O[CH:20](OC)[N:21]([CH3:23])[CH3:22], predict the reaction product. The product is: [CH3:18][CH2:9][O:8][CH2:6][CH3:5].[CH3:5][CH2:4][CH2:3][CH:2]([CH3:11])[CH3:1].[CH3:20][N:21]([CH3:23])/[CH:22]=[CH:1]/[C:2]1[C:11]([N+:12]([O-:14])=[O:13])=[CH:10][C:5]([C:6]([O:8][CH3:9])=[O:7])=[CH:4][C:3]=1[N+:15]([O-:17])=[O:16]. (7) Given the reactants [CH3:1][O:2][C:3]1[CH:25]=[CH:24][C:6]([CH2:7][N:8]2[C:13]3[N:14]=[CH:15][C:16]([CH:18]=C)=[CH:17][C:12]=3[C:11]3=[N:20][CH:21]=[N:22][N:10]3[C:9]2=[O:23])=[CH:5][CH:4]=1.I([O-])(=O)(=O)=[O:27].[Na+], predict the reaction product. The product is: [CH3:1][O:2][C:3]1[CH:4]=[CH:5][C:6]([CH2:7][N:8]2[C:13]3[N:14]=[CH:15][C:16]([CH:18]=[O:27])=[CH:17][C:12]=3[C:11]3=[N:20][CH:21]=[N:22][N:10]3[C:9]2=[O:23])=[CH:24][CH:25]=1. (8) The product is: [F:1][C:2]1[CH:3]=[CH:4][C:5]([N:8]2[C:11](=[O:12])[C@H:10]([S:13][CH2:14][CH:15]([C:17]3[CH:18]=[CH:19][C:20]([F:23])=[CH:21][CH:22]=3)[OH:16])[C@H:9]2[C:24]2[CH:25]=[CH:26][C:27]([O:28][CH2:29][C:30]([NH:32][CH2:33][C:34]([NH:75][C@@H:74]([C:76]([OH:78])=[O:77])[CH2:73][CH:68]3[CH2:69][CH2:70][CH2:71][CH2:72]3)=[O:35])=[O:31])=[CH:37][CH:38]=2)=[CH:6][CH:7]=1. Given the reactants [F:1][C:2]1[CH:7]=[CH:6][C:5]([N:8]2[C:11](=[O:12])[C@H:10]([S:13][CH2:14][C:15]([C:17]3[CH:22]=[CH:21][C:20]([F:23])=[CH:19][CH:18]=3)=[O:16])[C@H:9]2[C:24]2[CH:38]=[CH:37][C:27]([O:28][CH2:29][C:30]([NH:32][CH2:33][C:34](O)=[O:35])=[O:31])=[CH:26][CH:25]=2)=[CH:4][CH:3]=1.CN1CCOCC1.CN(C(ON1N=NC2C=CC=CC1=2)=[N+](C)C)C.[B-](F)(F)(F)F.[CH:68]1([CH2:73][C@H:74]([C:76]([OH:78])=[O:77])[NH2:75])[CH2:72][CH2:71][CH2:70][CH2:69]1.[BH4-].[Na+], predict the reaction product. (9) Given the reactants [C:1]([O:5][C:6]1[CH:11]=[CH:10][CH:9]=[CH:8][C:7]=1[CH:12]=[CH:13][N+:14]([O-])=O)([CH3:4])([CH3:3])[CH3:2].[H-].[Al+3].[Li+].[H-].[H-].[H-], predict the reaction product. The product is: [C:1]([O:5][C:6]1[CH:11]=[CH:10][CH:9]=[CH:8][C:7]=1[CH2:12][CH2:13][NH2:14])([CH3:4])([CH3:3])[CH3:2]. (10) Given the reactants CCN(C(C)C)C(C)C.FC(F)(F)S(O[C:16]1[C:17]([N:36]([S:41]([CH3:44])(=[O:43])=[O:42])S(C)(=O)=O)=[CH:18][C:19]2[O:23][C:22]([C:24]3[CH:29]=[CH:28][C:27]([F:30])=[CH:26][CH:25]=3)=[C:21]([C:31](=[O:34])[NH:32][CH3:33])[C:20]=2[CH:35]=1)(=O)=O.C(O[C:50]([C:52]1[CH:53]=[C:54](B(O)O)[CH:55]=[CH:56][CH:57]=1)=[O:51])C.CN(C(ON1N=NC2C=CC=NC1=2)=[N+](C)C)C.F[P-](F)(F)(F)(F)F.[C:85]1([C:91]([NH2:94])([CH3:93])[CH3:92])[CH:90]=[CH:89][CH:88]=[CH:87][CH:86]=1, predict the reaction product. The product is: [F:30][C:27]1[CH:28]=[CH:29][C:24]([C:22]2[O:23][C:19]3[CH:18]=[C:17]([NH:36][S:41]([CH3:44])(=[O:43])=[O:42])[C:16]([C:54]4[CH:55]=[CH:56][CH:57]=[C:52]([C:50](=[O:51])[NH:94][C:91]([C:85]5[CH:90]=[CH:89][CH:88]=[CH:87][CH:86]=5)([CH3:93])[CH3:92])[CH:53]=4)=[CH:35][C:20]=3[C:21]=2[C:31]([NH:32][CH3:33])=[O:34])=[CH:25][CH:26]=1.